From a dataset of Forward reaction prediction with 1.9M reactions from USPTO patents (1976-2016). Predict the product of the given reaction. The product is: [NH2:5][C:1]([C:2]1[N:8]=[N:7][N:6]([CH:9]([CH3:17])[C:10]([OH:12])=[O:11])[CH:3]=1)=[O:4]. Given the reactants [C:1]([NH2:5])(=[O:4])[C:2]#[CH:3].[N:6]([CH:9]([CH3:17])[C:10]([O:12]C(C)(C)C)=[O:11])=[N+:7]=[N-:8], predict the reaction product.